From a dataset of Full USPTO retrosynthesis dataset with 1.9M reactions from patents (1976-2016). Predict the reactants needed to synthesize the given product. (1) Given the product [ClH:1].[OH:2][C:3]([C:28]1[CH:33]=[CH:32][CH:31]=[CH:30][CH:29]=1)([C:34]1[CH:39]=[CH:38][CH:37]=[CH:36][CH:35]=1)[CH:4]1[CH2:9][CH2:8][N:7]([CH2:10][CH2:11][CH2:12][CH:13]([C:15]2[CH:20]=[CH:19][C:18]([C:21]([CH3:27])([CH3:26])[C:22]([O:24][CH3:25])=[O:23])=[CH:17][CH:16]=2)[OH:14])[CH2:6][CH2:5]1, predict the reactants needed to synthesize it. The reactants are: [ClH:1].[OH:2][C:3]([C:34]1[CH:39]=[CH:38][CH:37]=[CH:36][CH:35]=1)([C:28]1[CH:33]=[CH:32][CH:31]=[CH:30][CH:29]=1)[CH:4]1[CH2:9][CH2:8][N:7]([CH2:10][CH2:11][CH2:12][C:13]([C:15]2[CH:20]=[CH:19][C:18]([C:21]([CH3:27])([CH3:26])[C:22]([O:24][CH3:25])=[O:23])=[CH:17][CH:16]=2)=[O:14])[CH2:6][CH2:5]1.[BH4-].[Na+].[OH-].[Na+].Cl. (2) Given the product [ClH:40].[OH:1][C:2]1[NH:3][C:4]2[C:9]([C:10]=1[C:11]1[CH:16]=[CH:15][C:14]([CH2:17][N:18]3[CH2:23][CH2:22][O:21][CH2:20][CH2:19]3)=[CH:13][N:12]=1)=[CH:8][C:7]([C:24]([NH:34][CH2:28][CH:29]1[CH2:30][CH2:31][CH2:32][O:33]1)=[O:25])=[CH:6][CH:5]=2, predict the reactants needed to synthesize it. The reactants are: [OH:1][C:2]1[NH:3][C:4]2[C:9]([C:10]=1[C:11]1[CH:16]=[CH:15][C:14]([CH2:17][N:18]3[CH2:23][CH2:22][O:21][CH2:20][CH2:19]3)=[CH:13][N:12]=1)=[CH:8][C:7]([C:24](OC)=[O:25])=[CH:6][CH:5]=2.[CH2:28]([NH2:34])[CH:29]1[O:33][CH2:32][CH2:31][CH2:30]1.C([O-])(O)=O.[Na+].[ClH:40]. (3) Given the product [CH2:1]([O:3][C:4]1[CH:9]=[CH:8][C:7]([C:10]2[CH:15]=[CH:14][C:13]([B:24]([OH:27])[OH:25])=[CH:12][CH:11]=2)=[C:6]([F:17])[C:5]=1[F:18])[CH3:2], predict the reactants needed to synthesize it. The reactants are: [CH2:1]([O:3][C:4]1[CH:9]=[CH:8][C:7]([C:10]2[CH:15]=[CH:14][C:13](Br)=[CH:12][CH:11]=2)=[C:6]([F:17])[C:5]=1[F:18])[CH3:2].C([Li])CCC.[B:24](OC)([O:27]C)[O:25]C.Cl. (4) Given the product [Cl:1][C:2]1[N:7]=[C:6]([N:8]([CH3:9])[C:19](=[O:24])[C:20]([F:21])([F:22])[F:23])[CH:5]=[CH:4][C:3]=1[O:10][CH2:11][O:12][CH3:13], predict the reactants needed to synthesize it. The reactants are: [Cl:1][C:2]1[N:7]=[C:6]([NH:8][CH3:9])[CH:5]=[CH:4][C:3]=1[O:10][CH2:11][O:12][CH3:13].[F:21][C:20]([F:23])([F:22])[C:19](O[C:19](=[O:24])[C:20]([F:23])([F:22])[F:21])=[O:24].CCN(C(C)C)C(C)C. (5) Given the product [Cl:14][C:15]1[CH:16]=[C:17]([S:23]([N:26]=[C:3]([N:7]2[CH2:11][C:10]([CH3:12])([CH3:13])[CH:9]=[N:8]2)[NH:4][CH2:5][CH3:6])(=[O:24])=[O:25])[CH:18]=[CH:19][C:20]=1[O:21][CH3:22], predict the reactants needed to synthesize it. The reactants are: CS[C:3]([N:7]1[CH2:11][C:10]([CH3:13])([CH3:12])[CH:9]=[N:8]1)=[N:4][CH2:5][CH3:6].[Cl:14][C:15]1[CH:16]=[C:17]([S:23]([NH2:26])(=[O:25])=[O:24])[CH:18]=[CH:19][C:20]=1[O:21][CH3:22]. (6) Given the product [CH3:48][C:2]([CH3:1])([CH2:10][C:11]([O:13][C@H:14]1[CH2:31][CH2:30][C@@:29]2([CH3:32])[C@@H:16]([CH2:17][CH2:18][C@:19]3([CH3:45])[C@@H:28]2[CH2:27][CH2:26][C@H:25]2[C@@:20]3([CH3:44])[CH2:21][CH2:22][C@@:23]3([C@@H:40]([OH:43])[CH2:41][NH:42][CH2:59][C:58]4[CH:61]=[CH:62][C:55]([Cl:54])=[CH:56][CH:57]=4)[CH2:35][C:34](=[O:36])[C:33]([CH:37]([CH3:38])[CH3:39])=[C:24]32)[C:15]1([CH3:46])[CH3:47])=[O:12])[C:3]([O:5][C:6]([CH3:7])([CH3:8])[CH3:9])=[O:4], predict the reactants needed to synthesize it. The reactants are: [CH3:1][C:2]([CH3:48])([CH2:10][C:11]([O:13][C@H:14]1[CH2:31][CH2:30][C@@:29]2([CH3:32])[C@@H:16]([CH2:17][CH2:18][C@:19]3([CH3:45])[C@@H:28]2[CH2:27][CH2:26][C@H:25]2[C@@:20]3([CH3:44])[CH2:21][CH2:22][C@@:23]3([C@@H:40]([OH:43])[CH2:41][NH2:42])[CH2:35][C:34](=[O:36])[C:33]([CH:37]([CH3:39])[CH3:38])=[C:24]32)[C:15]1([CH3:47])[CH3:46])=[O:12])[C:3]([O:5][C:6]([CH3:9])([CH3:8])[CH3:7])=[O:4].C1COCC1.[Cl:54][C:55]1[CH:62]=[CH:61][C:58]([CH:59]=O)=[CH:57][CH:56]=1. (7) Given the product [CH3:13][C:9]1[N:10]=[CH:11][S:12][C:8]=1[CH2:7][CH2:6][N:18]1[C:14](=[O:24])[C:15]2[C:16](=[CH:20][CH:21]=[CH:22][CH:23]=2)[C:17]1=[O:19], predict the reactants needed to synthesize it. The reactants are: CS(O[CH2:6][CH2:7][C:8]1[S:12][CH:11]=[N:10][C:9]=1[CH3:13])(=O)=O.[C:14]1(=[O:24])[NH:18][C:17](=[O:19])[C:16]2=[CH:20][CH:21]=[CH:22][CH:23]=[C:15]12.[K]. (8) Given the product [OH:33][C:26]([C:24]1[O:25][C:21]([NH:20][CH2:17][C:13]2[CH:12]=[C:11]3[C:16]([C:7]([C:5]4[N:6]=[C:2]([CH3:1])[S:3][CH:4]=4)=[CH:8][C:9](=[O:19])[O:10]3)=[CH:15][CH:14]=2)=[N:22][N:23]=1)([C:27]([F:29])([F:28])[F:30])[CH2:31][CH3:32], predict the reactants needed to synthesize it. The reactants are: [CH3:1][C:2]1[S:3][CH:4]=[C:5]([C:7]2[C:16]3[C:11](=[CH:12][C:13]([CH:17]=O)=[CH:14][CH:15]=3)[O:10][C:9](=[O:19])[CH:8]=2)[N:6]=1.[NH2:20][C:21]1[O:25][C:24]([C:26]([OH:33])([CH2:31][CH3:32])[C:27]([F:30])([F:29])[F:28])=[N:23][N:22]=1.CC1C=CC(S([O-])(=O)=O)=CC=1.C1C=C[NH+]=CC=1.[BH4-].[Na+]. (9) Given the product [CH3:33][N:34]([CH3:38])[CH2:35][CH2:36][NH:37][C:24]([C:19]1[NH:20][C:21]2[C:17]([C:18]=1[C:27]1[CH:28]=[N:29][CH:30]=[CH:31][CH:32]=1)=[CH:16][C:15]([NH:14][S:11]([C:8]1[CH:7]=[CH:6][C:5]([C:1]([CH3:4])([CH3:2])[CH3:3])=[CH:10][CH:9]=1)(=[O:12])=[O:13])=[CH:23][CH:22]=2)=[O:26], predict the reactants needed to synthesize it. The reactants are: [C:1]([C:5]1[CH:10]=[CH:9][C:8]([S:11]([NH:14][C:15]2[CH:16]=[C:17]3[C:21](=[CH:22][CH:23]=2)[NH:20][C:19]([C:24]([OH:26])=O)=[C:18]3[C:27]2[CH:28]=[N:29][CH:30]=[CH:31][CH:32]=2)(=[O:13])=[O:12])=[CH:7][CH:6]=1)([CH3:4])([CH3:3])[CH3:2].[CH3:33][N:34]([CH3:38])[CH2:35][CH2:36][NH2:37].